From a dataset of hERG Central: cardiac toxicity at 1µM, 10µM, and general inhibition. Predict hERG channel inhibition at various concentrations. (1) The drug is CCN(CC)CCNc1ncnc2c1sc1nc(N3CCOCC3)c3c(c12)CC(C)(C)SC3. Results: hERG_inhib (hERG inhibition (general)): blocker. (2) The compound is COc1cccc(-c2ccc(NC(=O)C3CCCN(Cc4cnn(C(C)C)c4)C3)cc2)c1. Results: hERG_inhib (hERG inhibition (general)): blocker. (3) The molecule is CCOC(=O)c1c(CN(CC)CC)n(-c2ccccc2)c2ccc(O)cc12. Results: hERG_inhib (hERG inhibition (general)): blocker.